Dataset: Peptide-MHC class II binding affinity with 134,281 pairs from IEDB. Task: Regression. Given a peptide amino acid sequence and an MHC pseudo amino acid sequence, predict their binding affinity value. This is MHC class II binding data. (1) The peptide sequence is EQEILNYMSPHHKKLHHHHHH. The MHC is DRB1_1101 with pseudo-sequence DRB1_1101. The binding affinity (normalized) is 0.738. (2) The peptide sequence is GELQIVDKIDAAFKD. The MHC is DRB1_1501 with pseudo-sequence DRB1_1501. The binding affinity (normalized) is 0.274. (3) The peptide sequence is QVAFSYFPPPAAKED. The MHC is DRB1_0301 with pseudo-sequence DRB1_0301. The binding affinity (normalized) is 0.128. (4) The peptide sequence is LVNLLIFHINGKIIKNS. The MHC is DRB1_1302 with pseudo-sequence DRB1_1302. The binding affinity (normalized) is 0.613. (5) The peptide sequence is QGVADAYITLVTLPK. The MHC is HLA-DPA10201-DPB10101 with pseudo-sequence HLA-DPA10201-DPB10101. The binding affinity (normalized) is 0.437. (6) The peptide sequence is TIKAERTEQKDFDGR. The MHC is HLA-DQA10401-DQB10402 with pseudo-sequence HLA-DQA10401-DQB10402. The binding affinity (normalized) is 0. (7) The peptide sequence is IVIGIGDNALKINWY. The MHC is DRB1_0802 with pseudo-sequence DRB1_0802. The binding affinity (normalized) is 0.590. (8) The peptide sequence is FRAAMATTANVPPAD. The MHC is HLA-DPA10201-DPB10501 with pseudo-sequence HLA-DPA10201-DPB10501. The binding affinity (normalized) is 0. (9) The peptide sequence is EFKSRFFVMGEETPL. The MHC is DRB1_0101 with pseudo-sequence DRB1_0101. The binding affinity (normalized) is 0.558.